Dataset: NCI-60 drug combinations with 297,098 pairs across 59 cell lines. Task: Regression. Given two drug SMILES strings and cell line genomic features, predict the synergy score measuring deviation from expected non-interaction effect. (1) Drug 1: CN(C)C1=NC(=NC(=N1)N(C)C)N(C)C. Drug 2: CCC1(CC2CC(C3=C(CCN(C2)C1)C4=CC=CC=C4N3)(C5=C(C=C6C(=C5)C78CCN9C7C(C=CC9)(C(C(C8N6C)(C(=O)OC)O)OC(=O)C)CC)OC)C(=O)OC)O.OS(=O)(=O)O. Cell line: EKVX. Synergy scores: CSS=41.3, Synergy_ZIP=0.456, Synergy_Bliss=-0.871, Synergy_Loewe=-45.2, Synergy_HSA=-2.47. (2) Synergy scores: CSS=40.0, Synergy_ZIP=-0.941, Synergy_Bliss=-1.99, Synergy_Loewe=-10.6, Synergy_HSA=-2.32. Drug 1: CS(=O)(=O)C1=CC(=C(C=C1)C(=O)NC2=CC(=C(C=C2)Cl)C3=CC=CC=N3)Cl. Drug 2: CN1CCC(CC1)COC2=C(C=C3C(=C2)N=CN=C3NC4=C(C=C(C=C4)Br)F)OC. Cell line: NCI-H322M. (3) Drug 1: C1=C(C(=O)NC(=O)N1)F. Drug 2: C1CN1P(=S)(N2CC2)N3CC3. Cell line: SF-539. Synergy scores: CSS=62.5, Synergy_ZIP=-6.11, Synergy_Bliss=-6.95, Synergy_Loewe=-4.18, Synergy_HSA=-1.63. (4) Drug 1: CC1C(C(CC(O1)OC2CC(CC3=C2C(=C4C(=C3O)C(=O)C5=C(C4=O)C(=CC=C5)OC)O)(C(=O)C)O)N)O.Cl. Drug 2: CCC1(CC2CC(C3=C(CCN(C2)C1)C4=CC=CC=C4N3)(C5=C(C=C6C(=C5)C78CCN9C7C(C=CC9)(C(C(C8N6C=O)(C(=O)OC)O)OC(=O)C)CC)OC)C(=O)OC)O.OS(=O)(=O)O. Cell line: HL-60(TB). Synergy scores: CSS=56.2, Synergy_ZIP=7.04, Synergy_Bliss=9.72, Synergy_Loewe=-1.58, Synergy_HSA=8.74.